Dataset: Reaction yield outcomes from USPTO patents with 853,638 reactions. Task: Predict the reaction yield, written as a fraction of the theoretical maximum amount of product (1.0 means a 100% yield; for example, 0.34 means a 34% yield). (1) The reactants are [CH2:1]([N:4]([CH2:30][CH2:31][CH3:32])[C:5]1[CH:6]=[C:7](C(OCC)=O)[C:8](=[O:24])[N:9]2[C:14]=1[CH:13]=[CH:12][CH:11]=[C:10]2[C:15]1[C:20]([CH3:21])=[CH:19][C:18]([CH3:22])=[CH:17][C:16]=1[CH3:23])[CH2:2][CH3:3].[OH-].[K+]. The catalyst is C(O)C. The product is [CH2:30]([N:4]([CH2:1][CH2:2][CH3:3])[C:5]1[CH:6]=[CH:7][C:8](=[O:24])[N:9]2[C:14]=1[CH:13]=[CH:12][CH:11]=[C:10]2[C:15]1[C:16]([CH3:23])=[CH:17][C:18]([CH3:22])=[CH:19][C:20]=1[CH3:21])[CH2:31][CH3:32]. The yield is 0.830. (2) The catalyst is CC(C)=O.[I-].C([N+](CCCC)(CCCC)CCCC)CCC. The yield is 0.640. The reactants are [CH3:1][O:2][C:3]1[CH:12]=[C:11]2[C:6]([CH2:7][C:8]([CH3:15])([CH3:14])[NH:9][CH:10]2[CH3:13])=[CH:5][C:4]=1[OH:16].[K].[CH2:18](Br)[C:19]1[CH:24]=[CH:23][CH:22]=[CH:21][CH:20]=1.O. The product is [CH2:18]([O:16][C:4]1[CH:5]=[C:6]2[C:11](=[CH:12][C:3]=1[O:2][CH3:1])[C:10]([CH3:13])=[N:9][C:8]([CH3:15])([CH3:14])[CH2:7]2)[C:19]1[CH:24]=[CH:23][CH:22]=[CH:21][CH:20]=1. (3) The reactants are [NH2:1][C:2]1[C:13]([C:14]([O:16]CC=C)=[O:15])=[C:5]2[N:6]=[CH:7][C:8]([CH2:10][C:11]#[N:12])=[CH:9][N:4]2[N:3]=1.C1([SiH3])C=CC=CC=1. The catalyst is C(Cl)Cl.C1C=CC([P]([Pd]([P](C2C=CC=CC=2)(C2C=CC=CC=2)C2C=CC=CC=2)([P](C2C=CC=CC=2)(C2C=CC=CC=2)C2C=CC=CC=2)[P](C2C=CC=CC=2)(C2C=CC=CC=2)C2C=CC=CC=2)(C2C=CC=CC=2)C2C=CC=CC=2)=CC=1. The product is [NH2:1][C:2]1[C:13]([C:14]([OH:16])=[O:15])=[C:5]2[N:6]=[CH:7][C:8]([CH2:10][C:11]#[N:12])=[CH:9][N:4]2[N:3]=1. The yield is 1.00. (4) The reactants are [Cl:1][CH2:2][CH:3]1[C:11]2[C:10]3[CH:12]=[CH:13][CH:14]=[C:15]([S:16]([Cl:19])(=[O:18])=[O:17])[C:9]=3[CH:8]=[CH:7][C:6]=2[N:5]([C:20](=[O:25])[C:21]([F:24])([F:23])[F:22])[CH2:4]1.[N+:26]([O-])([O-:28])=[O:27].[K+]. The catalyst is OS(O)(=O)=O. The product is [Cl:1][CH2:2][CH:3]1[C:11]2[C:10]3[CH:12]=[CH:13][CH:14]=[C:15]([S:16]([Cl:19])(=[O:18])=[O:17])[C:9]=3[C:8]([N+:26]([O-:28])=[O:27])=[CH:7][C:6]=2[N:5]([C:20](=[O:25])[C:21]([F:24])([F:23])[F:22])[CH2:4]1. The yield is 0.590. (5) The reactants are I[C:2]1[C:3]([NH2:9])=[N:4][C:5]([NH2:8])=[CH:6][CH:7]=1.C(O)C.C(=O)([O-])[O-].[Na+].[Na+].CC1(C)C(C)(C)OB([C:27]2[CH:28]=[N:29][N:30]([C:32]([C:45]3[CH:50]=[CH:49][CH:48]=[CH:47][CH:46]=3)([C:39]3[CH:44]=[CH:43][CH:42]=[CH:41][CH:40]=3)[C:33]3[CH:38]=[CH:37][CH:36]=[CH:35][CH:34]=3)[CH:31]=2)O1. The catalyst is C1(C)C=CC=CC=1.C1C=CC([P]([Pd]([P](C2C=CC=CC=2)(C2C=CC=CC=2)C2C=CC=CC=2)([P](C2C=CC=CC=2)(C2C=CC=CC=2)C2C=CC=CC=2)[P](C2C=CC=CC=2)(C2C=CC=CC=2)C2C=CC=CC=2)(C2C=CC=CC=2)C2C=CC=CC=2)=CC=1.C(OCC)(=O)C.O. The product is [C:32]([N:30]1[CH:31]=[C:27]([C:2]2[C:3]([NH2:9])=[N:4][C:5]([NH2:8])=[CH:6][CH:7]=2)[CH:28]=[N:29]1)([C:39]1[CH:40]=[CH:41][CH:42]=[CH:43][CH:44]=1)([C:45]1[CH:50]=[CH:49][CH:48]=[CH:47][CH:46]=1)[C:33]1[CH:34]=[CH:35][CH:36]=[CH:37][CH:38]=1. The yield is 0.730. (6) The reactants are [Li+].[OH-].[F:3][C:4]([F:26])([F:25])[C:5]1[CH:10]=[CH:9][CH:8]=[CH:7][C:6]=1[C:11]1[CH:16]=[CH:15][N:14]2[N:17]=[CH:18][C:19]([C:20]([O:22]CC)=[O:21])=[C:13]2[N:12]=1.Cl. The catalyst is O.C1COCC1.CO.[Cl-].[Na+].O. The product is [F:26][C:4]([F:3])([F:25])[C:5]1[CH:10]=[CH:9][CH:8]=[CH:7][C:6]=1[C:11]1[CH:16]=[CH:15][N:14]2[N:17]=[CH:18][C:19]([C:20]([OH:22])=[O:21])=[C:13]2[N:12]=1. The yield is 0.730.